Task: Regression. Given a peptide amino acid sequence and an MHC pseudo amino acid sequence, predict their binding affinity value. This is MHC class I binding data.. Dataset: Peptide-MHC class I binding affinity with 185,985 pairs from IEDB/IMGT (1) The binding affinity (normalized) is 0.117. The MHC is HLA-B35:01 with pseudo-sequence HLA-B35:01. The peptide sequence is LDFVRFMGV. (2) The MHC is HLA-A02:01 with pseudo-sequence HLA-A02:01. The peptide sequence is SLNARGLLV. The binding affinity (normalized) is 0.540. (3) The MHC is HLA-B07:02 with pseudo-sequence HLA-B07:02. The peptide sequence is KLGDQFGRK. The binding affinity (normalized) is 0.0847. (4) The peptide sequence is DICSKHMDAR. The MHC is HLA-A31:01 with pseudo-sequence HLA-A31:01. The binding affinity (normalized) is 0.326. (5) The peptide sequence is HIILNASYI. The MHC is H-2-Db with pseudo-sequence H-2-Db. The binding affinity (normalized) is 0.607.